Dataset: Catalyst prediction with 721,799 reactions and 888 catalyst types from USPTO. Task: Predict which catalyst facilitates the given reaction. (1) Reactant: [C:1]([C:3]1[CH:18]=[CH:17][C:6]([CH2:7][NH:8][C:9](=[O:16])[C@H:10]([CH2:12][CH:13]([CH3:15])[CH3:14])[NH2:11])=[CH:5][CH:4]=1)#[N:2].C(Cl)CCl.[CH3:23][O:24][C:25]([C:27]1[CH:28]=[C:29]([CH:42]=[CH:43][CH:44]=1)[CH2:30][S:31]([NH:34][C@@H:35]([C:39](O)=[O:40])[CH:36]([CH3:38])[CH3:37])(=[O:33])=[O:32])=[O:26]. Product: [CH3:23][O:24][C:25]([C:27]1[CH:28]=[C:29]([CH:42]=[CH:43][CH:44]=1)[CH2:30][S:31]([NH:34][C@@H:35]([C:39]([NH:11][C@H:10]([C:9]([NH:8][CH2:7][C:6]1[CH:5]=[CH:4][C:3]([C:1]#[N:2])=[CH:18][CH:17]=1)=[O:16])[CH2:12][CH:13]([CH3:15])[CH3:14])=[O:40])[CH:36]([CH3:38])[CH3:37])(=[O:32])=[O:33])=[O:26]. The catalyst class is: 241. (2) Reactant: [NH2:1][C:2]1[C:3]([C:7]2[N:8]([C:26]3[CH:31]=[CH:30][CH:29]=[CH:28][CH:27]=3)[C:9]3[CH:14]=[C:13]([O:15][C:16]4[CH:17]=[C:18]([CH:22]=[CH:23][CH:24]=4)[C:19]([OH:21])=O)[N:12]=[CH:11][C:10]=3[N:25]=2)=[N:4][O:5][N:6]=1.C(N(CC)C(C)C)(C)C.[NH2:41][CH2:42][CH2:43][N:44]1[CH2:49][CH2:48][O:47][CH2:46][CH2:45]1. Product: [NH2:1][C:2]1[C:3]([C:7]2[N:8]([C:26]3[CH:31]=[CH:30][CH:29]=[CH:28][CH:27]=3)[C:9]3[CH:14]=[C:13]([O:15][C:16]4[CH:17]=[C:18]([CH:22]=[CH:23][CH:24]=4)[C:19]([NH:41][CH2:42][CH2:43][N:44]4[CH2:49][CH2:48][O:47][CH2:46][CH2:45]4)=[O:21])[N:12]=[CH:11][C:10]=3[N:25]=2)=[N:4][O:5][N:6]=1. The catalyst class is: 4. (3) Reactant: [CH:1]1C=C(Cl)C=[C:3]([C:8](OO)=O)[CH:2]=1.C(S[C:17]1[N:22]=[C:21]([N:23]2[C:31]3[C:26](=[C:27]([O:32][CH2:33][CH2:34][CH2:35][S:36]([NH2:39])(=[O:38])=[O:37])[CH:28]=[CH:29][CH:30]=3)[CH:25]=[CH:24]2)[CH:20]=[CH:19][N:18]=1)CCC.[S:40](=O)(O)[O-:41].[Na+]. Product: [CH2:1]([C:17]1[N:18]=[CH:19][C:20](=[S:40]=[O:41])[CH:21]([N:23]2[C:31]3[C:26](=[C:27]([O:32][CH2:33][CH2:34][CH2:35][S:36]([NH2:39])(=[O:37])=[O:38])[CH:28]=[CH:29][CH:30]=3)[CH:25]=[CH:24]2)[N:22]=1)[CH2:2][CH2:3][CH3:8]. The catalyst class is: 2. (4) Reactant: [CH:1](=O)[CH3:2].[NH:4]1[C:8]2[CH:9]=[CH:10][CH:11]=[CH:12][C:7]=2[N:6]=[C:5]1[NH:13][C:14]([C:16]1[NH:20][CH:19]=[N:18][C:17]=1[C:21]([NH:23][C:24]1[CH:29]=[CH:28][C:27]([O:30][CH:31]2[CH2:36][CH2:35][NH:34][CH2:33][CH2:32]2)=[CH:26][C:25]=1[CH3:37])=[O:22])=[O:15].C(O[BH-](OC(=O)C)OC(=O)C)(=O)C.[Na+].Cl. Product: [NH:4]1[C:8]2[CH:9]=[CH:10][CH:11]=[CH:12][C:7]=2[N:6]=[C:5]1[NH:13][C:14]([C:16]1[NH:20][CH:19]=[N:18][C:17]=1[C:21]([NH:23][C:24]1[CH:29]=[CH:28][C:27]([O:30][CH:31]2[CH2:36][CH2:35][N:34]([CH2:1][CH3:2])[CH2:33][CH2:32]2)=[CH:26][C:25]=1[CH3:37])=[O:22])=[O:15]. The catalyst class is: 3. (5) Reactant: N1C=CC=CC=1.[OH:7][CH:8]1[C:14]2[CH:15]=[CH:16][CH:17]=[CH:18][C:13]=2[N:12]([C:19]([NH2:21])=[O:20])[C:11]2[CH:22]=[CH:23][CH:24]=[CH:25][C:10]=2[CH2:9]1.C(OCC)(=O)C.C([C@:35]1([OH:46])[C:40](=[O:41])[O:39]C(=O)[C@:36]1([C:43](=[O:45])C)[OH:42])(=O)C. Product: [C:43]([OH:7])(=[O:45])[CH:36]([CH:35]([C:40]([OH:39])=[O:41])[OH:46])[OH:42].[OH:7][C@@H:8]1[C:14]2[CH:15]=[CH:16][CH:17]=[CH:18][C:13]=2[N:12]([C:19]([NH2:21])=[O:20])[C:11]2[CH:22]=[CH:23][CH:24]=[CH:25][C:10]=2[CH2:9]1. The catalyst class is: 6. (6) Reactant: [N:1]([CH2:4][CH3:5])=[C:2]=[O:3].[F:6][C:7]([F:26])([F:25])[C:8]1[CH:9]=[C:10]([S:14]([N:17]2[CH2:22][CH2:21][CH:20]([O:23][NH2:24])[CH2:19][CH2:18]2)(=[O:16])=[O:15])[CH:11]=[CH:12][CH:13]=1.N1C=CC=CC=1. Product: [CH2:4]([NH:1][C:2]([NH:24][O:23][CH:20]1[CH2:21][CH2:22][N:17]([S:14]([C:10]2[CH:11]=[CH:12][CH:13]=[C:8]([C:7]([F:26])([F:6])[F:25])[CH:9]=2)(=[O:15])=[O:16])[CH2:18][CH2:19]1)=[O:3])[CH3:5]. The catalyst class is: 2. (7) Reactant: Cl[C:2]1[C:7]2[CH:8]=[C:9]([S:11]([O-:13])=[O:12])[S:10][C:6]=2[CH:5]=[CH:4][N:3]=1.[Li+].[Cl:15][C:16]1[CH:17]=[CH:18][C:19]([C:24]([F:27])([F:26])[F:25])=[C:20]([CH:23]=1)[CH2:21]Br.[C:28]([O:32][C:33]([N:35]1[CH2:40][CH2:39][NH:38][CH2:37][CH2:36]1)=[O:34])([CH3:31])([CH3:30])[CH3:29]. Product: [Cl:15][C:16]1[CH:17]=[CH:18][C:19]([C:24]([F:27])([F:26])[F:25])=[C:20]([CH:23]=1)[CH2:21][S:11]([C:9]1[S:10][C:6]2[CH:5]=[CH:4][N:3]=[C:2]([N:38]3[CH2:37][CH2:36][N:35]([C:33]([O:32][C:28]([CH3:31])([CH3:30])[CH3:29])=[O:34])[CH2:40][CH2:39]3)[C:7]=2[CH:8]=1)(=[O:13])=[O:12]. The catalyst class is: 10. (8) Reactant: Cl[C:2]1[C:11]([N+:12]([O-:14])=[O:13])=[CH:10][C:5]([C:6]([O:8][CH3:9])=[O:7])=[C:4]([CH3:15])[CH:3]=1.C(=O)([O-])[O-].[K+].[K+].[SH:22][CH:23]([CH3:29])[C:24]([O:26][CH2:27][CH3:28])=[O:25].[Cl-].[Na+]. Product: [CH2:27]([O:26][C:24](=[O:25])[CH:23]([S:22][C:2]1[C:11]([N+:12]([O-:14])=[O:13])=[CH:10][C:5]([C:6]([O:8][CH3:9])=[O:7])=[C:4]([CH3:15])[CH:3]=1)[CH3:29])[CH3:28]. The catalyst class is: 9. (9) Reactant: [BrH:1].[CH2:2]([C:6]1[CH:11]=[CH:10][C:9]([CH2:12]O)=[CH:8][CH:7]=1)[CH2:3][CH2:4][CH3:5]. Product: [Br:1][CH2:12][C:9]1[CH:10]=[CH:11][C:6]([CH2:2][CH2:3][CH2:4][CH3:5])=[CH:7][CH:8]=1. The catalyst class is: 2.